From a dataset of Catalyst prediction with 721,799 reactions and 888 catalyst types from USPTO. Predict which catalyst facilitates the given reaction. (1) Reactant: [CH3:1][O:2][C:3](=[O:14])[CH2:4][C:5]1[CH:10]=[CH:9][CH:8]=[CH:7][C:6]=1[N+:11]([O-:13])=[O:12].C(=O)([O-])[O-].[K+].[K+].C1OCCOCCOCCOCCOCCOC1.[I-].[K+].Cl[CH2:42][C:43](=[O:45])[CH3:44]. Product: [CH3:1][O:2][C:3](=[O:14])[CH:4]([C:5]1[CH:10]=[CH:9][CH:8]=[CH:7][C:6]=1[N+:11]([O-:13])=[O:12])[CH2:42][C:43](=[O:45])[CH3:44]. The catalyst class is: 10. (2) Reactant: [CH3:1][C:2]1[C:14]([CH3:15])=[CH:13][C:12]([CH3:16])=[CH:11][C:3]=1[O:4][CH2:5][CH2:6][CH2:7][C:8]([OH:10])=[O:9].[Cl:17][C:18]([Cl:22])([Cl:21])[CH2:19]O.Cl.CN(C)CCCC(N=C=N)C.C(Cl)Cl. Product: [CH3:1][C:2]1[C:14]([CH3:15])=[CH:13][C:12]([CH3:16])=[CH:11][C:3]=1[O:4][CH2:5][CH2:6][CH2:7][C:8]([O:10][CH2:19][C:18]([Cl:22])([Cl:21])[Cl:17])=[O:9]. The catalyst class is: 238. (3) Reactant: [C:1]([C:4]1[S:8][C:7]([NH:9][CH:10]2[CH2:15][CH2:14][CH2:13][N:12](C(OC(C)(C)C)=O)[CH2:11]2)=[N:6][C:5]=1[NH2:23])(=[O:3])[CH3:2].[ClH:24]. Product: [ClH:24].[ClH:24].[NH2:23][C:5]1[N:6]=[C:7]([NH:9][CH:10]2[CH2:15][CH2:14][CH2:13][NH:12][CH2:11]2)[S:8][C:4]=1[C:1](=[O:3])[CH3:2]. The catalyst class is: 12. (4) Reactant: [Cl:1][C:2]1[CH:27]=[N:26][C:5]2[N:6]=[C:7]([N:13]3[CH2:16][CH:15]([N:17](C)[C:18](=O)OC(C)(C)C)[CH2:14]3)[C:8]3[N:9]([CH:10]=[N:11][N:12]=3)[C:4]=2[C:3]=1[Cl:28].C(O)(C(F)(F)F)=O. Product: [Cl:1][C:2]1[CH:27]=[N:26][C:5]2[N:6]=[C:7]([N:13]3[CH2:16][CH:15]([NH:17][CH3:18])[CH2:14]3)[C:8]3[N:9]([CH:10]=[N:11][N:12]=3)[C:4]=2[C:3]=1[Cl:28]. The catalyst class is: 2. (5) Reactant: [CH2:1]([O:3][CH:4]([O:18][CH2:19][CH3:20])[CH2:5][O:6][C:7]1[CH:12]=[C:11]([N+:13]([O-])=O)[CH:10]=[CH:9][C:8]=1[O:16][CH3:17])[CH3:2]. Product: [CH2:19]([O:18][CH:4]([O:3][CH2:1][CH3:2])[CH2:5][O:6][C:7]1[CH:12]=[C:11]([NH2:13])[CH:10]=[CH:9][C:8]=1[O:16][CH3:17])[CH3:20]. The catalyst class is: 43. (6) Reactant: C([O:5][C:6]([N:8]1[CH2:13][CH2:12][N:11]([C:14]2[C:23]3[C:18](=[CH:19][C:20]([Cl:24])=[CH:21][CH:22]=3)[N:17]=[CH:16][CH:15]=2)[CH:10]([CH3:25])[CH2:9]1)=O)(C)(C)C.C(O)(C(F)(F)F)=O.[F:33][C:34]1[CH:39]=[CH:38][C:37]([N:40]=C=O)=[CH:36][CH:35]=1. Product: [Cl:24][C:20]1[CH:19]=[C:18]2[C:23]([C:14]([N:11]3[CH2:12][CH2:13][N:8]([C:6]([NH:40][C:37]4[CH:38]=[CH:39][C:34]([F:33])=[CH:35][CH:36]=4)=[O:5])[CH2:9][CH:10]3[CH3:25])=[CH:15][CH:16]=[N:17]2)=[CH:22][CH:21]=1. The catalyst class is: 2. (7) Reactant: [N+:1]([C:4]1[CH:12]=[C:11]2[C:7]([CH:8]=[N:9][N:10]2[CH2:13][O:14][CH2:15][CH2:16][Si:17]([CH3:20])([CH3:19])[CH3:18])=[CH:6][C:5]=1[C:21]1[CH:22]=[C:23]2[C:27](=[CH:28][CH:29]=1)[CH2:26][N:25]([C:30]([O:32]CCCC)=[O:31])[CH2:24]2)([O-])=O. Product: [NH2:1][C:4]1[CH:12]=[C:11]2[C:7]([CH:8]=[N:9][N:10]2[CH2:13][O:14][CH2:15][CH2:16][Si:17]([CH3:18])([CH3:20])[CH3:19])=[CH:6][C:5]=1[C:21]1[CH:22]=[C:23]2[C:27](=[CH:28][CH:29]=1)[CH2:26][N:25]([C:30]([O:32][C:5]([CH3:21])([CH3:6])[CH3:4])=[O:31])[CH2:24]2. The catalyst class is: 78. (8) Reactant: [Cl:1][C:2]1[CH:7]=[CH:6][C:5]([C:8]([CH3:28])([CH3:27])[C:9]([NH:11][NH:12][C:13]([C:15]2[C:16]([CH3:26])=[N:17][C:18]3[C:23]([C:24]=2[CH3:25])=[CH:22][CH:21]=[CH:20][CH:19]=3)=O)=[O:10])=[CH:4][CH:3]=1.COC(CC[N+](S(=O)(=O)N)(CC)CC)=O. Product: [Cl:1][C:2]1[CH:3]=[CH:4][C:5]([C:8]([C:9]2[O:10][C:13]([C:15]3[C:16]([CH3:26])=[N:17][C:18]4[C:23]([C:24]=3[CH3:25])=[CH:22][CH:21]=[CH:20][CH:19]=4)=[N:12][N:11]=2)([CH3:27])[CH3:28])=[CH:6][CH:7]=1. The catalyst class is: 54. (9) Reactant: [C:1]([O:5][C:6]([N:8]([CH2:19][CH2:20][C:21]1[CH:26]=[CH:25][C:24]([S:27]([C:30]2[CH:42]=[CH:41][C:33]([O:34][CH2:35][C:36]([O:38]CC)=[O:37])=[CH:32][CH:31]=2)(=[O:29])=[O:28])=[CH:23][CH:22]=1)[CH2:9][C@@H:10]([C:12]1[CH:17]=[CH:16][CH:15]=[C:14]([Cl:18])[CH:13]=1)[OH:11])=[O:7])([CH3:4])([CH3:3])[CH3:2].[OH-].[Na+:44]. Product: [C:1]([O:5][C:6]([N:8]([CH2:19][CH2:20][C:21]1[CH:26]=[CH:25][C:24]([S:27]([C:30]2[CH:42]=[CH:41][C:33]([O:34][CH2:35][C:36]([O-:38])=[O:37])=[CH:32][CH:31]=2)(=[O:28])=[O:29])=[CH:23][CH:22]=1)[CH2:9][C@@H:10]([C:12]1[CH:17]=[CH:16][CH:15]=[C:14]([Cl:18])[CH:13]=1)[OH:11])=[O:7])([CH3:4])([CH3:2])[CH3:3].[Na+:44]. The catalyst class is: 8.